Dataset: Catalyst prediction with 721,799 reactions and 888 catalyst types from USPTO. Task: Predict which catalyst facilitates the given reaction. Reactant: [NH2:1][C:2]1[CH:7]=[CH:6][CH:5]=[C:4]([CH3:8])[CH:3]=1.[CH2:9]([O:11][C:12](=[O:26])[CH:13]([CH2:17][C:18](=O)[C:19]1[CH:24]=[CH:23][CH:22]=[CH:21][CH:20]=1)[C:14](=O)[CH3:15])[CH3:10].CC1C=CC(S(O)(=O)=O)=CC=1. Product: [CH2:9]([O:11][C:12]([C:13]1[CH:17]=[C:18]([C:19]2[CH:20]=[CH:21][CH:22]=[CH:23][CH:24]=2)[N:1]([C:2]2[CH:3]=[C:4]([CH3:8])[CH:5]=[CH:6][CH:7]=2)[C:14]=1[CH3:15])=[O:26])[CH3:10]. The catalyst class is: 511.